From a dataset of Forward reaction prediction with 1.9M reactions from USPTO patents (1976-2016). Predict the product of the given reaction. (1) Given the reactants [Br:1][C:2]1[CH:7]=[CH:6][C:5]([CH2:8][CH2:9][OH:10])=[C:4]([CH3:11])[CH:3]=1.Br[C:13]1C=C(C)C(C=C)=C(C)C=1.B1C2CCCC1CCC2, predict the reaction product. The product is: [Br:1][C:2]1[CH:7]=[C:6]([CH3:13])[C:5]([CH2:8][CH2:9][OH:10])=[C:4]([CH3:11])[CH:3]=1. (2) Given the reactants [CH:1]1([C:4]2[N:13]=[C:12]([N:14]3[CH2:19][CH2:18][N:17]([C:20]4[CH:25]=[CH:24][CH:23]=[CH:22][C:21]=4N)[CH2:16][CH2:15]3)[C:11]3[C:6](=[CH:7][C:8]([O:29][CH3:30])=[C:9]([O:27][CH3:28])[CH:10]=3)[N:5]=2)[CH2:3][CH2:2]1.[CH2:31]1OCOCO1.[BH3-][C:38]#[N:39].[Na+], predict the reaction product. The product is: [CH:1]1([C:4]2[N:13]=[C:12]([N:14]3[CH2:19][CH2:18][N:17]([C:20]4[CH:25]=[CH:24][CH:23]=[CH:22][C:21]=4[NH:39][CH2:38][CH3:31])[CH2:16][CH2:15]3)[C:11]3[C:6](=[CH:7][C:8]([O:29][CH3:30])=[C:9]([O:27][CH3:28])[CH:10]=3)[N:5]=2)[CH2:3][CH2:2]1. (3) The product is: [CH3:5][CH2:4][N:3]([CH2:6][CH2:7][NH:8][C:9]([C:11]1[CH:16]=[CH:15][C:14]([NH2:17])=[CH:13][CH:12]=1)=[O:10])[CH2:2][CH3:1]. Given the reactants [CH3:1][CH2:2][N:3]([CH2:6][CH2:7][NH:8][C:9]([C:11]1[CH:12]=[CH:13][C:14]([NH2:17])=[CH:15][CH:16]=1)=[O:10])[CH2:4][CH3:5].Cl.C([O-])([O-])=O.[Na+].[Na+], predict the reaction product.